The task is: Regression. Given a peptide amino acid sequence and an MHC pseudo amino acid sequence, predict their binding affinity value. This is MHC class I binding data.. This data is from Peptide-MHC class I binding affinity with 185,985 pairs from IEDB/IMGT. (1) The peptide sequence is IMRVMANNV. The binding affinity (normalized) is 0.346. The MHC is HLA-A68:02 with pseudo-sequence HLA-A68:02. (2) The peptide sequence is YTVKYWNL. The MHC is H-2-Db with pseudo-sequence H-2-Db. The binding affinity (normalized) is 0. (3) The MHC is Mamu-B08 with pseudo-sequence Mamu-B08. The binding affinity (normalized) is 0.00451. The peptide sequence is QLLALADRI.